From a dataset of Forward reaction prediction with 1.9M reactions from USPTO patents (1976-2016). Predict the product of the given reaction. (1) Given the reactants N[C:2]1[S:3][N:4]=[C:5]2[CH:10]=[C:9]([Br:11])[CH:8]=[N:7][C:6]=12.N([O-])=O.[Na+].C(=O)([O-])[O-].[K+].[K+].[BrH:22], predict the reaction product. The product is: [Br:22][C:2]1[S:3][N:4]=[C:5]2[CH:10]=[C:9]([Br:11])[CH:8]=[N:7][C:6]=12. (2) Given the reactants [O:1]=[S:2]1(=[O:16])[C:8]2[CH:9]=[CH:10][CH:11]=[CH:12][C:7]=2[CH2:6][N:5]([C:13](=O)[CH3:14])[CH2:4][CH2:3]1.P(Cl)(Cl)(Cl)=O.[NH2:22][C:23]1[CH:30]=[CH:29][C:28]([CH3:31])=[CH:27][C:24]=1[C:25]#[N:26].C(=O)(O)[O-].[Na+], predict the reaction product. The product is: [O:1]=[S:2]1(=[O:16])[C:8]2[CH:9]=[CH:10][CH:11]=[CH:12][C:7]=2[CH2:6][N:5](/[C:13](=[N:22]/[C:23]2[CH:30]=[CH:29][C:28]([CH3:31])=[CH:27][C:24]=2[C:25]#[N:26])/[CH3:14])[CH2:4][CH2:3]1. (3) Given the reactants [Li+].[OH-].[F:3][C:4]1[CH:5]=[C:6]([N:33]2[CH:38]=[CH:37][CH:36]=[C:35]([C:39]([O:41]C)=[O:40])[C:34]2=[O:43])[CH:7]=[CH:8][C:9]=1[O:10][C:11]1[C:20]2[C:15](=[CH:16][C:17]([O:23][CH2:24][CH2:25][CH2:26][N:27]3[CH2:32][CH2:31][O:30][CH2:29][CH2:28]3)=[C:18]([O:21][CH3:22])[CH:19]=2)[N:14]=[CH:13][CH:12]=1.Cl, predict the reaction product. The product is: [F:3][C:4]1[CH:5]=[C:6]([N:33]2[CH:38]=[CH:37][CH:36]=[C:35]([C:39]([OH:41])=[O:40])[C:34]2=[O:43])[CH:7]=[CH:8][C:9]=1[O:10][C:11]1[C:20]2[C:15](=[CH:16][C:17]([O:23][CH2:24][CH2:25][CH2:26][N:27]3[CH2:32][CH2:31][O:30][CH2:29][CH2:28]3)=[C:18]([O:21][CH3:22])[CH:19]=2)[N:14]=[CH:13][CH:12]=1.